Task: Predict which catalyst facilitates the given reaction.. Dataset: Catalyst prediction with 721,799 reactions and 888 catalyst types from USPTO (1) Reactant: [N+:1]([C:4]1[CH:12]=[CH:11][C:7]([C:8](Cl)=[O:9])=[CH:6][CH:5]=1)([O-:3])=[O:2].[CH2:13]([NH:15][CH2:16][CH3:17])[CH3:14].[OH-].[Na+]. Product: [CH2:13]([N:15]([CH2:16][CH3:17])[C:8](=[O:9])[C:7]1[CH:11]=[CH:12][C:4]([N+:1]([O-:3])=[O:2])=[CH:5][CH:6]=1)[CH3:14]. The catalyst class is: 47. (2) Reactant: Cl.[Cl:2][C:3]1[C:8]([CH2:9]Cl)=[C:7]([C:11]2[CH:16]=[CH:15][CH:14]=[CH:13][CH:12]=2)[CH:6]=[CH:5][N:4]=1.[CH2:17]([CH2:19][NH2:20])[OH:18].O. Product: [Cl:2][C:3]1[C:8]([CH2:9][NH:20][CH2:19][CH2:17][OH:18])=[C:7]([C:11]2[CH:16]=[CH:15][CH:14]=[CH:13][CH:12]=2)[CH:6]=[CH:5][N:4]=1. The catalyst class is: 7. (3) Reactant: Cl[C:2]1[N:3]=[C:4]([NH:15][CH3:16])[C:5]2[N:11]=[C:10](Cl)[N:9]=[C:8]([NH:13][CH3:14])[C:6]=2[N:7]=1.[CH:17]1([CH2:20][NH2:21])[CH2:19][CH2:18]1.C([O-])(O)=O.[Na+].O. Product: [CH:17]1([CH2:20][NH:21][C:2]2[N:3]=[C:4]([NH:15][CH3:16])[C:5]3[N:11]=[C:10]([NH:21][CH2:20][CH:17]4[CH2:19][CH2:18]4)[N:9]=[C:8]([NH:13][CH3:14])[C:6]=3[N:7]=2)[CH2:19][CH2:18]1. The catalyst class is: 51. (4) Reactant: [C:1]([CH:5]([CH2:11][C:12]1[CH:17]=[CH:16][C:15]([O:18][CH3:19])=[CH:14][C:13]=1[CH2:20][NH2:21])[CH2:6][C:7]([O:9][CH3:10])=[O:8])(OC)=[O:2].C(N(CC)CC)C. Product: [CH3:19][O:18][C:15]1[CH:16]=[CH:17][C:12]2[CH2:11][CH:5]([CH2:6][C:7]([O:9][CH3:10])=[O:8])[C:1](=[O:2])[NH:21][CH2:20][C:13]=2[CH:14]=1. The catalyst class is: 11. (5) Reactant: [CH3:1][O:2][CH2:3][CH2:4][O:5][C:6]1[CH:11]=[CH:10][N:9]2[C:12]([C:15]3[CH:24]=[CH:23][C:22]4[C:17](=[C:18]([N:25]5[CH2:30][CH2:29][N:28](C(OC(C)(C)C)=O)[C:27]([CH3:39])([CH3:38])[CH2:26]5)[CH:19]=[CH:20][CH:21]=4)[N:16]=3)=[CH:13][N:14]=[C:8]2[CH:7]=1.Cl.O1CCOCC1. Product: [CH3:38][C:27]1([CH3:39])[NH:28][CH2:29][CH2:30][N:25]([C:18]2[CH:19]=[CH:20][CH:21]=[C:22]3[C:17]=2[N:16]=[C:15]([C:12]2[N:9]4[CH:10]=[CH:11][C:6]([O:5][CH2:4][CH2:3][O:2][CH3:1])=[CH:7][C:8]4=[N:14][CH:13]=2)[CH:24]=[CH:23]3)[CH2:26]1. The catalyst class is: 5.